From a dataset of NCI-60 drug combinations with 297,098 pairs across 59 cell lines. Regression. Given two drug SMILES strings and cell line genomic features, predict the synergy score measuring deviation from expected non-interaction effect. Drug 1: CC1=C2C(C(=O)C3(C(CC4C(C3C(C(C2(C)C)(CC1OC(=O)C(C(C5=CC=CC=C5)NC(=O)OC(C)(C)C)O)O)OC(=O)C6=CC=CC=C6)(CO4)OC(=O)C)O)C)O. Drug 2: COCCOC1=C(C=C2C(=C1)C(=NC=N2)NC3=CC=CC(=C3)C#C)OCCOC.Cl. Cell line: MDA-MB-435. Synergy scores: CSS=62.6, Synergy_ZIP=-1.09, Synergy_Bliss=-2.83, Synergy_Loewe=-45.7, Synergy_HSA=-4.42.